Regression. Given a peptide amino acid sequence and an MHC pseudo amino acid sequence, predict their binding affinity value. This is MHC class I binding data. From a dataset of Peptide-MHC class I binding affinity with 185,985 pairs from IEDB/IMGT. (1) The peptide sequence is FTERSDKSY. The MHC is HLA-A24:02 with pseudo-sequence HLA-A24:02. The binding affinity (normalized) is 0. (2) The peptide sequence is FSDESTGAR. The MHC is HLA-A11:01 with pseudo-sequence HLA-A11:01. The binding affinity (normalized) is 0.0847.